Dataset: NCI-60 drug combinations with 297,098 pairs across 59 cell lines. Task: Regression. Given two drug SMILES strings and cell line genomic features, predict the synergy score measuring deviation from expected non-interaction effect. (1) Drug 1: C1=NC(=NC(=O)N1C2C(C(C(O2)CO)O)O)N. Drug 2: C(CC(=O)O)C(=O)CN.Cl. Cell line: HCT116. Synergy scores: CSS=46.4, Synergy_ZIP=1.97, Synergy_Bliss=-0.671, Synergy_Loewe=-58.7, Synergy_HSA=-4.04. (2) Drug 1: COC1=C(C=C2C(=C1)N=CN=C2NC3=CC(=C(C=C3)F)Cl)OCCCN4CCOCC4. Drug 2: CC12CCC3C(C1CCC2OP(=O)(O)O)CCC4=C3C=CC(=C4)OC(=O)N(CCCl)CCCl.[Na+]. Cell line: SK-MEL-28. Synergy scores: CSS=4.19, Synergy_ZIP=-5.62, Synergy_Bliss=-10.4, Synergy_Loewe=-12.5, Synergy_HSA=-8.59. (3) Drug 1: C1=CC(=C2C(=C1NCCNCCO)C(=O)C3=C(C=CC(=C3C2=O)O)O)NCCNCCO. Drug 2: C1=C(C(=O)NC(=O)N1)N(CCCl)CCCl. Cell line: A549. Synergy scores: CSS=56.1, Synergy_ZIP=0.386, Synergy_Bliss=0.390, Synergy_Loewe=-3.00, Synergy_HSA=4.90. (4) Drug 1: C1CN1P(=S)(N2CC2)N3CC3. Drug 2: C1=CN(C=N1)CC(O)(P(=O)(O)O)P(=O)(O)O. Cell line: NCI-H322M. Synergy scores: CSS=-2.33, Synergy_ZIP=1.05, Synergy_Bliss=-0.947, Synergy_Loewe=-1.81, Synergy_HSA=-3.42. (5) Drug 1: CCC1=CC2CC(C3=C(CN(C2)C1)C4=CC=CC=C4N3)(C5=C(C=C6C(=C5)C78CCN9C7C(C=CC9)(C(C(C8N6C)(C(=O)OC)O)OC(=O)C)CC)OC)C(=O)OC.C(C(C(=O)O)O)(C(=O)O)O. Drug 2: COC1=NC(=NC2=C1N=CN2C3C(C(C(O3)CO)O)O)N. Cell line: COLO 205. Synergy scores: CSS=27.3, Synergy_ZIP=0.171, Synergy_Bliss=3.99, Synergy_Loewe=-26.7, Synergy_HSA=1.02. (6) Drug 1: C1CN(P(=O)(OC1)NCCCl)CCCl. Drug 2: N.N.Cl[Pt+2]Cl. Cell line: 786-0. Synergy scores: CSS=35.3, Synergy_ZIP=1.28, Synergy_Bliss=2.13, Synergy_Loewe=-40.8, Synergy_HSA=1.43. (7) Drug 1: C1CN1C2=NC(=NC(=N2)N3CC3)N4CC4. Drug 2: C1CC(=O)NC(=O)C1N2CC3=C(C2=O)C=CC=C3N. Cell line: NCI-H322M. Synergy scores: CSS=-4.37, Synergy_ZIP=3.17, Synergy_Bliss=1.90, Synergy_Loewe=-2.09, Synergy_HSA=-2.92. (8) Drug 1: CC(C1=C(C=CC(=C1Cl)F)Cl)OC2=C(N=CC(=C2)C3=CN(N=C3)C4CCNCC4)N. Drug 2: C1C(C(OC1N2C=NC3=C2NC=NCC3O)CO)O. Cell line: RPMI-8226. Synergy scores: CSS=13.2, Synergy_ZIP=3.05, Synergy_Bliss=10.0, Synergy_Loewe=5.29, Synergy_HSA=4.46. (9) Synergy scores: CSS=26.5, Synergy_ZIP=-5.53, Synergy_Bliss=-11.3, Synergy_Loewe=-12.0, Synergy_HSA=-12.0. Cell line: HOP-62. Drug 1: CCCCC(=O)OCC(=O)C1(CC(C2=C(C1)C(=C3C(=C2O)C(=O)C4=C(C3=O)C=CC=C4OC)O)OC5CC(C(C(O5)C)O)NC(=O)C(F)(F)F)O. Drug 2: C#CCC(CC1=CN=C2C(=N1)C(=NC(=N2)N)N)C3=CC=C(C=C3)C(=O)NC(CCC(=O)O)C(=O)O.